Predict the product of the given reaction. From a dataset of Forward reaction prediction with 1.9M reactions from USPTO patents (1976-2016). (1) Given the reactants [Br:1][C:2]1[CH:13]=[CH:12][C:5]2[CH2:6][CH2:7][CH2:8][CH2:9][C:10](=[O:11])[C:4]=2[CH:3]=1.[BH4-].[Na+].C(=O)(O)[O-].[Na+], predict the reaction product. The product is: [Br:1][C:2]1[CH:13]=[CH:12][C:5]2[CH2:6][CH2:7][CH2:8][CH2:9][CH:10]([OH:11])[C:4]=2[CH:3]=1. (2) The product is: [NH:13]([C:18]([NH:1][C:2]1[S:3][C:4]([C:8]([O:10][CH2:11][CH3:12])=[O:9])=[C:5]([CH3:7])[N:6]=1)=[O:32])[NH2:33]. Given the reactants [NH2:1][C:2]1[S:3][C:4]([C:8]([O:10][CH2:11][CH3:12])=[O:9])=[C:5]([CH3:7])[N:6]=1.[N:13]1[CH:18]=CC=CC=1.ClC(OC1C=CC([N+]([O-])=O)=CC=1)=O.[OH2:32].[NH2:33]N, predict the reaction product.